This data is from Full USPTO retrosynthesis dataset with 1.9M reactions from patents (1976-2016). The task is: Predict the reactants needed to synthesize the given product. (1) Given the product [C:34]([NH:1][C:2]1[CH:7]=[CH:6][CH:5]=[CH:4][C:3]=1[CH:8]1[N:13]2[N:14]=[C:15]([C:20]3[CH:25]=[CH:24][C:23]([O:26][CH2:27][C:28]4[CH:33]=[CH:32][CH:31]=[CH:30][CH:29]=4)=[CH:22][CH:21]=3)[C:16]([C:17]([NH2:19])=[O:18])=[C:12]2[NH:11][CH2:10][CH2:9]1)(=[O:37])[CH:35]=[CH2:36], predict the reactants needed to synthesize it. The reactants are: [NH2:1][C:2]1[CH:7]=[CH:6][CH:5]=[CH:4][C:3]=1[CH:8]1[N:13]2[N:14]=[C:15]([C:20]3[CH:25]=[CH:24][C:23]([O:26][CH2:27][C:28]4[CH:33]=[CH:32][CH:31]=[CH:30][CH:29]=4)=[CH:22][CH:21]=3)[C:16]([C:17]([NH2:19])=[O:18])=[C:12]2[NH:11][CH2:10][CH2:9]1.[C:34](Cl)(=[O:37])[CH:35]=[CH2:36]. (2) Given the product [CH3:1][O:2][C:3]1[CH:8]=[CH:7][CH:6]=[CH:5][C:4]=1[C:9]1[NH:10][C:11]2[C:16]([CH:17]=1)=[CH:15][C:14]([CH:18]1[C:23]3([CH2:24][CH2:25][CH2:26][CH2:27]3)[CH2:22][N:21]([CH2:28][CH2:29][NH:30][CH3:31])[CH2:20][CH2:19]1)=[CH:13][CH:12]=2, predict the reactants needed to synthesize it. The reactants are: [CH3:1][O:2][C:3]1[CH:8]=[CH:7][CH:6]=[CH:5][C:4]=1[C:9]1[NH:10][C:11]2[C:16]([CH:17]=1)=[CH:15][C:14]([C:18]1[C:23]3([CH2:27][CH2:26][CH2:25][CH2:24]3)[CH2:22][N:21]([CH2:28][CH2:29][N:30](C)[C:31](=O)OC(C)(C)C)[CH2:20][CH:19]=1)=[CH:13][CH:12]=2.C(O)(C(F)(F)F)=O.